Regression. Given two drug SMILES strings and cell line genomic features, predict the synergy score measuring deviation from expected non-interaction effect. From a dataset of NCI-60 drug combinations with 297,098 pairs across 59 cell lines. (1) Synergy scores: CSS=-2.52, Synergy_ZIP=-0.973, Synergy_Bliss=-4.46, Synergy_Loewe=-3.63, Synergy_HSA=-5.09. Drug 1: CC1=C(C=C(C=C1)NC(=O)C2=CC=C(C=C2)CN3CCN(CC3)C)NC4=NC=CC(=N4)C5=CN=CC=C5. Cell line: MALME-3M. Drug 2: CN(C(=O)NC(C=O)C(C(C(CO)O)O)O)N=O. (2) Synergy scores: CSS=3.74, Synergy_ZIP=0.626, Synergy_Bliss=-0.0576, Synergy_Loewe=0.427, Synergy_HSA=-0.980. Drug 2: CCC(=C(C1=CC=CC=C1)C2=CC=C(C=C2)OCCN(C)C)C3=CC=CC=C3.C(C(=O)O)C(CC(=O)O)(C(=O)O)O. Cell line: SNB-75. Drug 1: C1CC(=O)NC(=O)C1N2CC3=C(C2=O)C=CC=C3N.